Task: Predict the reaction yield, written as a fraction of the theoretical maximum amount of product (1.0 means a 100% yield; for example, 0.34 means a 34% yield).. Dataset: Reaction yield outcomes from USPTO patents with 853,638 reactions The reactants are O[CH:2]([CH:9]=[CH:10][C:11]1[CH:16]=[CH:15][CH:14]=[C:13]([N+:17]([O-:19])=[O:18])[CH:12]=1)[CH2:3][C:4]([O:6][CH2:7][CH3:8])=[O:5].C(N(CC)CC)C.CS(Cl)(=O)=O.C1CCN2C(=NCCC2)CC1. The catalyst is C(OCC)(=O)C. The product is [N+:17]([C:13]1[CH:12]=[C:11]([CH:10]=[CH:9][CH:2]=[CH:3][C:4]([O:6][CH2:7][CH3:8])=[O:5])[CH:16]=[CH:15][CH:14]=1)([O-:19])=[O:18]. The yield is 0.730.